From a dataset of Retrosynthesis with 50K atom-mapped reactions and 10 reaction types from USPTO. Predict the reactants needed to synthesize the given product. (1) Given the product CC(=O)NCc1cccc(Cn2nc(NS(=O)(=O)c3ccc(Cl)s3)c3c(C(C)O)cccc32)c1, predict the reactants needed to synthesize it. The reactants are: CC(=O)NCc1cccc(Cn2nc(NS(=O)(=O)c3ccc(Cl)s3)c3c(C(C)=O)cccc32)c1. (2) The reactants are: CC(c1cccc([N+](=O)[O-])c1)n1c(=O)oc2cc(F)c(F)cc21. Given the product CC(c1cccc(N)c1)n1c(=O)oc2cc(F)c(F)cc21, predict the reactants needed to synthesize it. (3) Given the product Cc1c(C#C[Si](C)(C)C)cc(C(C)(C)C)c(OC(C)C)c1C=O, predict the reactants needed to synthesize it. The reactants are: C#C[Si](C)(C)C.Cc1c(Br)cc(C(C)(C)C)c(OC(C)C)c1C=O. (4) The reactants are: CON(C)C(=O)c1cn(-c2cccc(-c3cccnc3F)c2)cn1.Cc1ccnc(Br)c1. Given the product Cc1ccnc(C(=O)c2cn(-c3cccc(-c4cccnc4F)c3)cn2)c1, predict the reactants needed to synthesize it. (5) The reactants are: CN.O=C1NC(=O)c2c1c(-c1ccccc1)cc1c2c2cc(O)ccc2n1CCCBr. Given the product CNCCCn1c2ccc(O)cc2c2c3c(c(-c4ccccc4)cc21)C(=O)NC3=O, predict the reactants needed to synthesize it.